This data is from Forward reaction prediction with 1.9M reactions from USPTO patents (1976-2016). The task is: Predict the product of the given reaction. (1) The product is: [NH2:4][C:5]1[CH:10]=[CH:9][C:8]([C:11]2[C:20]3[C:15](=[CH:16][CH:17]=[C:18]([S:21][CH3:22])[CH:19]=3)[CH:14]([CH3:23])[N:13]([C:24](=[O:28])[NH:25][CH2:26][CH3:27])[N:12]=2)=[CH:7][CH:6]=1. Given the reactants C([NH:4][C:5]1[CH:10]=[CH:9][C:8]([C:11]2[C:20]3[C:15](=[CH:16][CH:17]=[C:18]([S:21][CH3:22])[CH:19]=3)[CH:14]([CH3:23])[N:13]([C:24](=[O:28])[NH:25][CH2:26][CH3:27])[N:12]=2)=[CH:7][CH:6]=1)(=O)C, predict the reaction product. (2) Given the reactants [F:1][C:2]1[CH:3]=[C:4]([CH:7]=[CH:8][C:9]=1[F:10])[CH:5]=O.C([O-])(=O)C.[NH4+].[N+:16]([CH2:19][CH3:20])([O-:18])=[O:17], predict the reaction product. The product is: [F:10][C:9]1[CH:8]=[CH:7][C:4]([CH:5]=[C:19]([N+:16]([O-:18])=[O:17])[CH3:20])=[CH:3][C:2]=1[F:1]. (3) Given the reactants [C:1]1([NH:7][C:8]2[CH:13]=[CH:12][C:11]([CH2:14][C:15](Cl)=[N:16][OH:17])=[CH:10][CH:9]=2)[CH:6]=[CH:5][CH:4]=[CH:3][CH:2]=1.[C:19]([C:21]1[C:22]([NH2:28])=[N:23][C:24]([NH2:27])=[CH:25][CH:26]=1)#[CH:20].C(N(CC)CC)C, predict the reaction product. The product is: [C:1]1([NH:7][C:8]2[CH:13]=[CH:12][C:11]([CH2:14][C:15]3[CH:20]=[C:19]([C:21]4[C:22]([NH2:28])=[N:23][C:24]([NH2:27])=[CH:25][CH:26]=4)[O:17][N:16]=3)=[CH:10][CH:9]=2)[CH:6]=[CH:5][CH:4]=[CH:3][CH:2]=1. (4) Given the reactants [Cl:1][CH2:2][C:3]([O:5]/[N:6]=[C:7](\[NH2:15])/[C:8]1[CH:13]=CC(C)=C[CH:9]=1)=[O:4].O[NH:17][C:18](C1C=NC=NC=1)=[NH:19].ClCC(Cl)=O, predict the reaction product. The product is: [Cl:1][CH2:2][C:3]([O:5]/[N:6]=[C:7](/[C:8]1[CH:13]=[N:17][CH:18]=[N:19][CH:9]=1)\[NH2:15])=[O:4]. (5) Given the reactants Br[C:2]1[C:3]([O:15][C:16]2[C:21]([F:22])=[CH:20][CH:19]=[CH:18][C:17]=2[F:23])=[CH:4][C:5]([NH:8][C:9]2[S:10][CH:11]=[C:12]([CH3:14])[N:13]=2)=[N:6][CH:7]=1.C[Li].C([Li])CCC.CN(C)[CH:33]=[O:34], predict the reaction product. The product is: [F:23][C:17]1[CH:18]=[CH:19][CH:20]=[C:21]([F:22])[C:16]=1[O:15][C:3]1[C:2]([CH:33]=[O:34])=[CH:7][N:6]=[C:5]([NH:8][C:9]2[S:10][CH:11]=[C:12]([CH3:14])[N:13]=2)[CH:4]=1. (6) The product is: [F:28][C:25]1[CH:26]=[CH:27][C:22]([C:20]2[N:21]=[C:17]([C@H:13]3[CH2:14][CH2:15][CH2:16][NH:11][CH2:12]3)[O:18][CH:19]=2)=[CH:23][CH:24]=1. Given the reactants C(OC([N:11]1[CH2:16][CH2:15][CH2:14][C@H:13]([C:17]2[O:18][CH:19]=[C:20]([C:22]3[CH:27]=[CH:26][C:25]([F:28])=[CH:24][CH:23]=3)[N:21]=2)[CH2:12]1)=O)C1C=CC=CC=1.Cl, predict the reaction product. (7) Given the reactants [F:1][C:2]1[C:7]([C:8]([F:11])([F:10])[F:9])=[CH:6][CH:5]=[CH:4][C:3]=1[CH2:12][C:13]([OH:15])=O.C(Cl)(=O)C(Cl)=O.[NH2:22][C:23](=[N:29]O)[C:24]([O:26][CH2:27][CH3:28])=[O:25].C(N(CC)C(C)C)(C)C, predict the reaction product. The product is: [F:1][C:2]1[C:7]([C:8]([F:9])([F:10])[F:11])=[CH:6][CH:5]=[CH:4][C:3]=1[CH2:12][C:13]1[O:15][N:29]=[C:23]([C:24]([O:26][CH2:27][CH3:28])=[O:25])[N:22]=1. (8) Given the reactants CC1C=C(C=CC=1)C(O)=[O:6].O[N:12]1[C:16]2[CH:17]=[CH:18][CH:19]=[CH:20][C:15]=2[N:14]=N1.[CH3:21][N:22]1CCC[C:23]1=O, predict the reaction product. The product is: [NH:14]1[C:21]2=[N:22][CH:23]=[C:17]([C:16]([NH2:12])=[O:6])[CH:18]=[C:19]2[CH:20]=[CH:15]1. (9) Given the reactants [CH3:1][O:2][CH2:3][CH2:4][N:5]1[CH2:9][C@@H:8]([C:10]2[O:14][CH:13]=[N:12][CH:11]=2)[C@H:7]([NH:15]C(=O)OCC2C=CC=CC=2)[CH2:6]1.CCO.[C:29]([OH:35])([C:31]([F:34])([F:33])[F:32])=[O:30], predict the reaction product. The product is: [F:32][C:31]([F:34])([F:33])[C:29]([OH:35])=[O:30].[F:32][C:31]([F:34])([F:33])[C:29]([OH:35])=[O:30].[CH3:1][O:2][CH2:3][CH2:4][N:5]1[CH2:9][C@@H:8]([C:10]2[O:14][CH:13]=[N:12][CH:11]=2)[C@H:7]([NH2:15])[CH2:6]1.